The task is: Predict the reactants needed to synthesize the given product.. This data is from Retrosynthesis with 50K atom-mapped reactions and 10 reaction types from USPTO. (1) The reactants are: COC(=O)c1cc(C#N)ccc1CN(Cc1ncc(Cl)cc1C)C(C)(C)c1ccccn1. Given the product Cc1cc(Cl)cnc1CN(Cc1ccc(C#N)cc1CO)C(C)(C)c1ccccn1, predict the reactants needed to synthesize it. (2) Given the product CCCCC(CC)C(=O)NCCCSc1ccncc1, predict the reactants needed to synthesize it. The reactants are: CCCCC(CC)C(=O)Cl.NCCCSc1ccncc1.